This data is from Catalyst prediction with 721,799 reactions and 888 catalyst types from USPTO. The task is: Predict which catalyst facilitates the given reaction. (1) Reactant: [F:1][C:2]([F:13])([F:12])[O:3][C:4]1[CH:11]=[CH:10][C:7]([CH:8]=O)=[CH:6][CH:5]=1.Cl.[OH:15][NH2:16].CC([O-])=O.[Na+]. Product: [F:1][C:2]([F:13])([F:12])[O:3][C:4]1[CH:11]=[CH:10][C:7]([CH:8]=[N:16][OH:15])=[CH:6][CH:5]=1. The catalyst class is: 14. (2) Reactant: [Br:1][C:2]1[CH:3]=[C:4]2[C:9](=[CH:10][C:11]=1[Cl:12])[NH:8][C:7](=O)[CH2:6][CH2:5]2.COC1C=CC(P2(SP(C3C=CC(OC)=CC=3)(=S)S2)=[S:23])=CC=1. Product: [Br:1][C:2]1[CH:3]=[C:4]2[C:9](=[CH:10][C:11]=1[Cl:12])[NH:8][C:7](=[S:23])[CH2:6][CH2:5]2. The catalyst class is: 11. (3) Reactant: [F:1][C:2]1[CH:11]=[C:10]2[C:5]([CH2:6][CH2:7][C:8](=[O:12])[NH:9]2)=[CH:4][C:3]=1[CH3:13].[H-].[Na+].[Cl:16][CH2:17][CH2:18][CH2:19]I. Product: [Cl:16][CH2:17][CH2:18][CH2:19][N:9]1[C:10]2[C:5](=[CH:4][C:3]([CH3:13])=[C:2]([F:1])[CH:11]=2)[CH2:6][CH2:7][C:8]1=[O:12]. The catalyst class is: 3. (4) Reactant: [OH:1][CH:2]1[CH2:5][CH:4]([C:6]([OH:8])=[O:7])[CH2:3]1.[C:9](Cl)(=[O:11])[CH3:10]. Product: [C:9]([O:1][CH:2]1[CH2:5][CH:4]([C:6]([OH:8])=[O:7])[CH2:3]1)(=[O:11])[CH3:10]. The catalyst class is: 64.